This data is from Full USPTO retrosynthesis dataset with 1.9M reactions from patents (1976-2016). The task is: Predict the reactants needed to synthesize the given product. (1) Given the product [CH3:1][O:2][C:3]([C:5]1([CH2:14][O:15][CH3:16])[CH2:9][CH2:8][N:7]([CH2:10][C:11](=[O:13])[N:20]2[CH2:21][CH2:22][N:17]([C:23]3[CH:28]=[CH:27][C:26]([C:29]4[N:30]=[CH:31][CH:32]=[CH:33][N:34]=4)=[CH:25][CH:24]=3)[CH2:18][CH2:19]2)[CH2:6]1)=[O:4], predict the reactants needed to synthesize it. The reactants are: [CH3:1][O:2][C:3]([C:5]1([CH2:14][O:15][CH3:16])[CH2:9][CH2:8][N:7]([CH2:10][C:11]([OH:13])=O)[CH2:6]1)=[O:4].[N:17]1([C:23]2[CH:28]=[CH:27][C:26]([C:29]3[N:34]=[CH:33][CH:32]=[CH:31][N:30]=3)=[CH:25][CH:24]=2)[CH2:22][CH2:21][NH:20][CH2:19][CH2:18]1.C(N(CC)C(C)C)(C)C. (2) The reactants are: Br[C:2]1[N:3]=[C:4]2[CH:10]=[CH:9][N:8]([CH2:11][O:12][CH2:13][CH2:14][Si:15]([CH3:18])([CH3:17])[CH3:16])[C:5]2=[N:6][CH:7]=1.[C:19]([O:23][C:24]([N:26]1[CH2:31][CH2:30][CH:29]([CH3:32])[CH:28]([CH2:33][C:34]#[CH:35])[CH2:27]1)=[O:25])([CH3:22])([CH3:21])[CH3:20]. Given the product [C:19]([O:23][C:24]([N:26]1[CH2:31][CH2:30][CH:29]([CH3:32])[CH:28]([CH2:33][C:34]#[C:35][C:2]2[N:3]=[C:4]3[CH:10]=[CH:9][N:8]([CH2:11][O:12][CH2:13][CH2:14][Si:15]([CH3:18])([CH3:17])[CH3:16])[C:5]3=[N:6][CH:7]=2)[CH2:27]1)=[O:25])([CH3:20])([CH3:22])[CH3:21], predict the reactants needed to synthesize it. (3) Given the product [C:20]([O:19][C:17]([N:1]1[CH2:6][CH2:5][CH2:4][CH2:3][CH:2]1[CH2:7][CH2:8][OH:9])=[O:18])([CH3:23])([CH3:22])[CH3:21], predict the reactants needed to synthesize it. The reactants are: [NH:1]1[CH2:6][CH2:5][CH2:4][CH2:3][CH:2]1[CH2:7][CH2:8][OH:9].C(N(CC)CC)C.[C:17](O[C:17]([O:19][C:20]([CH3:23])([CH3:22])[CH3:21])=[O:18])([O:19][C:20]([CH3:23])([CH3:22])[CH3:21])=[O:18]. (4) Given the product [N+:8]([C:5]1[CH:6]=[CH:7][C:2]([N:26]2[CH2:31][CH2:30][O:29][CH2:28][CH2:27]2)=[C:3]([C:11]2[O:12][C:13]3[CH:19]=[CH:18][C:17]([C:20]4[CH:25]=[CH:24][CH:23]=[CH:22][CH:21]=4)=[CH:16][C:14]=3[N:15]=2)[CH:4]=1)([O-:10])=[O:9], predict the reactants needed to synthesize it. The reactants are: F[C:2]1[CH:7]=[CH:6][C:5]([N+:8]([O-:10])=[O:9])=[CH:4][C:3]=1[C:11]1[O:12][C:13]2[CH:19]=[CH:18][C:17]([C:20]3[CH:25]=[CH:24][CH:23]=[CH:22][CH:21]=3)=[CH:16][C:14]=2[N:15]=1.[NH:26]1[CH2:31][CH2:30][O:29][CH2:28][CH2:27]1. (5) Given the product [Br:1][C:2]1[CH:3]=[CH:4][C:5]([NH2:9])=[N:6][C:7]=1[C:11]#[C:10][C:12]1[CH:17]=[CH:16][CH:15]=[CH:14][CH:13]=1, predict the reactants needed to synthesize it. The reactants are: [Br:1][C:2]1[CH:3]=[CH:4][C:5]([NH2:9])=[N:6][C:7]=1Br.[C:10]([C:12]1[CH:17]=[CH:16][CH:15]=[CH:14][CH:13]=1)#[CH:11].C(N(CC)CC)C.C1COCC1. (6) Given the product [C:43]([O:47][C:48](=[O:55])[N:49]([CH2:51][CH2:52][O:53][NH:54][C:5]([C:4]1[CH:8]=[CH:9][C:10]([F:11])=[C:2]([F:1])[C:3]=1[NH:12][C:13]1[CH:18]=[CH:17][C:16]([I:19])=[CH:15][C:14]=1[F:20])=[O:7])[CH3:50])([CH3:46])([CH3:44])[CH3:45], predict the reactants needed to synthesize it. The reactants are: [F:1][C:2]1[C:3]([NH:12][C:13]2[CH:18]=[CH:17][C:16]([I:19])=[CH:15][C:14]=2[F:20])=[C:4]([CH:8]=[CH:9][C:10]=1[F:11])[C:5]([OH:7])=O.CN1CCOCC1.C1(P(Cl)(C2C=CC=CC=2)=O)C=CC=CC=1.[C:43]([O:47][C:48](=[O:55])[N:49]([CH2:51][CH2:52][O:53][NH2:54])[CH3:50])([CH3:46])([CH3:45])[CH3:44]. (7) Given the product [NH2:13][C:11](=[O:12])[C@H:10]([NH:9][C:6]1[CH:5]=[C:4]([NH:18][C:19]2[S:23][N:22]=[C:21]([CH3:24])[CH:20]=2)[C:3]([C:1]([NH2:2])=[O:31])=[N:8][CH:7]=1)[CH2:14][CH:15]([CH3:17])[CH3:16], predict the reactants needed to synthesize it. The reactants are: [C:1]([C:3]1[N:8]=[CH:7][C:6]([NH:9][C@H:10]([CH2:14][CH:15]([CH3:17])[CH3:16])[C:11]([NH2:13])=[O:12])=[CH:5][C:4]=1[NH:18][C:19]1[S:23][N:22]=[C:21]([CH3:24])[CH:20]=1)#[N:2].[OH-].[Na+].OO.CC(O)=[O:31]. (8) Given the product [CH3:18][O:17][C:11]1[CH:10]=[C:9]([NH:8][C:5]2[N:4]=[C:3]([N:19]3[CH:23]=[CH:22][C:21]([C:24]([F:27])([F:26])[F:25])=[N:20]3)[C:2]([C:36]3[CH:35]=[CH:34][C:33]4[S:29](=[O:42])(=[O:28])[NH:30][C:31](=[O:41])[C:32]=4[CH:37]=3)=[CH:7][N:6]=2)[CH:14]=[C:13]([O:15][CH3:16])[CH:12]=1, predict the reactants needed to synthesize it. The reactants are: Br[C:2]1[C:3]([N:19]2[CH:23]=[CH:22][C:21]([C:24]([F:27])([F:26])[F:25])=[N:20]2)=[N:4][C:5]([NH:8][C:9]2[CH:14]=[C:13]([O:15][CH3:16])[CH:12]=[C:11]([O:17][CH3:18])[CH:10]=2)=[N:6][CH:7]=1.[O:28]=[S:29]1(=[O:42])[C:33]2[CH:34]=[CH:35][C:36](B(O)O)=[CH:37][C:32]=2[C:31](=[O:41])[NH:30]1.C(Cl)Cl.C(=O)([O-])[O-].[Na+].[Na+]. (9) The reactants are: O([CH2:9][CH:10]([CH2:16][CH2:17][CH3:18])[CH2:11][CH2:12][CH2:13][CH2:14][CH3:15])S(C(F)(F)F)(=O)=O.[CH3:19][C:20]1[CH:21]=[N:22][CH:23]=[C:24]([CH3:39])[C:25]=1[C:26]1[C:31]([CH3:32])=[CH:30][C:29]([CH:33]([C:36]#[N:37])[C:34]#[N:35])=[CH:28][C:27]=1[CH3:38].C[O-].[Na+]. Given the product [CH3:19][C:20]1[C:25](=[C:26]2[C:31]([CH3:32])=[CH:30][C:29](=[C:33]([C:34]#[N:35])[C:36]#[N:37])[CH:28]=[C:27]2[CH3:38])[C:24]([CH3:39])=[CH:23][N:22]([CH2:9][CH:10]([CH2:16][CH2:17][CH3:18])[CH2:11][CH2:12][CH2:13][CH2:14][CH3:15])[CH:21]=1, predict the reactants needed to synthesize it. (10) Given the product [CH3:33][O:32][C:27]1[CH:28]=[CH:29][CH:30]=[CH:31][C:26]=1[CH2:25][O:24][CH2:23][CH2:22][CH2:21][O:20][C:17]1[CH:16]=[CH:15][C:14]([CH:11]2[CH2:12][CH2:13][NH:8][CH2:9][CH:10]2[NH:34][CH2:35][C:36]2[CH:45]=[CH:44][C:43]3[C:38](=[CH:39][CH:40]=[CH:41][CH:42]=3)[CH:37]=2)=[CH:19][CH:18]=1, predict the reactants needed to synthesize it. The reactants are: C(OC([N:8]1[CH2:13][CH2:12][CH:11]([C:14]2[CH:19]=[CH:18][C:17]([O:20][CH2:21][CH2:22][CH2:23][O:24][CH2:25][C:26]3[CH:31]=[CH:30][CH:29]=[CH:28][C:27]=3[O:32][CH3:33])=[CH:16][CH:15]=2)[CH:10]([NH:34][CH2:35][C:36]2[CH:45]=[CH:44][C:43]3[C:38](=[CH:39][CH:40]=[CH:41][CH:42]=3)[CH:37]=2)[CH2:9]1)=O)(C)(C)C.C(Cl)(=O)C.